From a dataset of Forward reaction prediction with 1.9M reactions from USPTO patents (1976-2016). Predict the product of the given reaction. (1) Given the reactants C(OC([N:8]1[CH2:12][C@@H:11]([CH2:13][N:14]([CH:31]([CH3:33])[CH3:32])[C:15](=[O:30])[C:16]2[CH:21]=[CH:20][C:19]([O:22][CH3:23])=[C:18]([O:24][CH2:25][CH2:26][CH2:27][O:28][CH3:29])[CH:17]=2)[C@H:10](N)[CH2:9]1)=O)(C)(C)C.[C:35]1(CC(Cl)=O)[CH:40]=[CH:39][CH:38]=[CH:37][CH:36]=1.[CH3:45][C:46]#[N:47].[OH2:48].CC#N, predict the reaction product. The product is: [CH:31]([N:14]([CH:13]([NH:47][C:46](=[O:48])[CH3:45])[C@H:11]1[C@@H:10]([C:35]2[CH:36]=[CH:37][CH:38]=[CH:39][CH:40]=2)[CH2:9][NH:8][CH2:12]1)[C:15](=[O:30])[C:16]1[CH:21]=[CH:20][C:19]([O:22][CH3:23])=[C:18]([O:24][CH2:25][CH2:26][CH2:27][O:28][CH3:29])[CH:17]=1)([CH3:32])[CH3:33]. (2) Given the reactants [N:1](/[C:4](=[CH:9]\[C:10]1[C:11]([Cl:16])=[N:12][CH:13]=[CH:14][CH:15]=1)/[C:5]([O:7][CH3:8])=[O:6])=[N+]=[N-], predict the reaction product. The product is: [Cl:16][C:11]1[C:10]2[CH:9]=[C:4]([C:5]([O:7][CH3:8])=[O:6])[NH:1][C:15]=2[CH:14]=[CH:13][N:12]=1. (3) Given the reactants [OH-].[Na+].[OH:3][C:4]1[CH:9]=[CH:8][CH:7]=[CH:6][C:5]=1[CH2:10][CH2:11][C:12]([N:14]1[CH2:19][CH2:18][N:17]([CH3:20])[CH2:16][CH2:15]1)=[O:13].Br[CH2:22][CH2:23][CH2:24][CH2:25][CH2:26][CH2:27][CH2:28][CH2:29][CH2:30][CH2:31][CH2:32][CH2:33][CH2:34][CH2:35][CH2:36][CH2:37][CH2:38][CH3:39].Cl, predict the reaction product. The product is: [CH3:20][N:17]1[CH2:18][CH2:19][N:14]([C:12](=[O:13])[CH2:11][CH2:10][C:5]2[CH:6]=[CH:7][CH:8]=[CH:9][C:4]=2[O:3][CH2:39][CH2:38][CH2:37][CH2:36][CH2:35][CH2:34][CH2:33][CH2:32][CH2:31][CH2:30][CH2:29][CH2:28][CH2:27][CH2:26][CH2:25][CH2:24][CH2:23][CH3:22])[CH2:15][CH2:16]1. (4) The product is: [C:37]([OH:42])(=[O:41])[C:38]([OH:40])=[O:39].[O:1]=[C:2]1[CH2:7][CH2:6][CH2:5][CH2:4][N:3]1[C:8]1[CH:13]=[CH:12][CH:11]=[CH:10][C:9]=1[CH2:14][CH2:15][N:17]1[CH2:20][CH:19]([C:21]2[CH:22]=[C:23]([CH:26]=[CH:27][CH:28]=2)[C:24]#[N:25])[CH2:18]1. Given the reactants [O:1]=[C:2]1[CH2:7][CH2:6][CH2:5][CH2:4][N:3]1[C:8]1[CH:13]=[CH:12][CH:11]=[CH:10][C:9]=1[CH2:14][CH:15]=O.[NH:17]1[CH2:20][CH:19]([C:21]2[CH:22]=[C:23]([CH:26]=[CH:27][CH:28]=2)[C:24]#[N:25])[CH2:18]1.C(O)(=O)C.[BH3-]C#N.[Na+].[C:37]([OH:42])(=[O:41])[C:38]([OH:40])=[O:39], predict the reaction product. (5) Given the reactants [CH3:1][C:2]1([OH:8])[CH2:7][CH2:6][NH:5][CH2:4][CH2:3]1.[C:9]([O:13][C:14]([N:16]1[CH2:20][CH2:19][C@H:18](OS(C2C=CC(C)=CC=2)(=O)=O)[CH2:17]1)=[O:15])([CH3:12])([CH3:11])[CH3:10].CN1C(=O)CCC1.C(=O)([O-])[O-].[K+].[K+], predict the reaction product. The product is: [C:9]([O:13][C:14]([N:16]1[CH2:20][CH2:19][C@@H:18]([N:5]2[CH2:6][CH2:7][C:2]([OH:8])([CH3:1])[CH2:3][CH2:4]2)[CH2:17]1)=[O:15])([CH3:12])([CH3:10])[CH3:11]. (6) The product is: [CH3:1][O:2][C:3]([C:5]1[CH:14]=[CH:13][C:12]2[C:7](=[CH:8][CH:9]=[C:10]([O:15][CH3:16])[C:11]=2[CH:20]=[O:21])[CH:6]=1)=[O:4]. Given the reactants [CH3:1][O:2][C:3]([C:5]1[CH:14]=[CH:13][C:12]2[C:7](=[CH:8][CH:9]=[C:10]([O:15][CH3:16])[CH:11]=2)[CH:6]=1)=[O:4].CN([CH:20]=[O:21])C.O=P(Cl)(Cl)Cl.C([O-])([O-])=O.[Na+].[Na+], predict the reaction product. (7) Given the reactants [OH:1][CH2:2][C:3]1[CH:4]=[N:5][NH:6][CH:7]=1.C(=NO)C1C(=CC=CC=1)O.C(=O)([O-])[O-].[Cs+].[Cs+].I[C:25]1[C:26]([Br:33])=[C:27]([O:31][CH3:32])[CH:28]=[CH:29][CH:30]=1, predict the reaction product. The product is: [Br:33][C:26]1[CH:25]=[CH:30][C:29]([N:5]2[CH:4]=[C:3]([CH2:2][OH:1])[CH:7]=[N:6]2)=[CH:28][C:27]=1[O:31][CH3:32].